Dataset: Retrosynthesis with 50K atom-mapped reactions and 10 reaction types from USPTO. Task: Predict the reactants needed to synthesize the given product. (1) Given the product CCCCCCCC(=O)CCCCCC/C=C/[C@H](C(=O)N[C@@H](Cc1ccc(-c2ccccc2F)cc1)C(=O)O)[C@@](O)(CCC)C(=O)O, predict the reactants needed to synthesize it. The reactants are: CCCCCCCC(=O)CCCCCC/C=C/[C@H](C(=O)N[C@@H](Cc1ccc(-c2ccccc2F)cc1)C(=O)O)[C@@](O)(CCC)C(=O)OC(C)(C)C. (2) Given the product Clc1ccc(-c2ccc(OCC#Cc3ccc(CN4CCCC4)cc3)nc2)cc1, predict the reactants needed to synthesize it. The reactants are: C#CCOc1ccc(-c2ccc(Cl)cc2)cn1.Ic1ccc(CN2CCCC2)cc1. (3) Given the product CN(C)C(=O)c1ccc(NC(=O)C2NC(CC(C)(C)C)C3(C(=O)Nc4cc(Cl)ccc43)C2c2cccc(Cl)c2F)cc1, predict the reactants needed to synthesize it. The reactants are: CC(C)(C)C[C@@H]1N[C@@H](C(=O)Nc2ccc(C(=O)O)cc2)[C@H](c2cccc(Cl)c2F)[C@]12C(=O)Nc1cc(Cl)ccc12.CNC. (4) Given the product Cc1c(C)n(C[C@H]2C[C@@H]2C)c2c(OCc3ccc(F)cc3)nncc12, predict the reactants needed to synthesize it. The reactants are: Cc1c(C)n(C[C@H]2C[C@@H]2C)c2c(Cl)nncc12.OCc1ccc(F)cc1. (5) The reactants are: Cc1c(Br)cc(Cl)c(N)c1F.OB(O)C1CC1. Given the product Cc1c(C2CC2)cc(Cl)c(N)c1F, predict the reactants needed to synthesize it. (6) Given the product CCN1CC(=O)N(CC)c2cc(Nc3ncc(Cl)c(Nc4ccc(OC)cc4-n4cccn4)n3)c(OC)cc2C1, predict the reactants needed to synthesize it. The reactants are: CCN1CC(=O)N(CC)c2cc(N)c(OC)cc2C1.COc1ccc(Nc2nc(Cl)ncc2Cl)c(-n2cccn2)c1. (7) The reactants are: C1COCCN1.CC1(C)OC(=C2C(=O)Nc3ccc(F)cc32)c2ccc(CCCOS(C)(=O)=O)cc21. Given the product CC1(C)OC(=C2C(=O)Nc3ccc(F)cc32)c2ccc(CCCN3CCOCC3)cc21, predict the reactants needed to synthesize it. (8) Given the product Cc1nc(Oc2ccc(C(=O)O)cc2)ccc1CN1CCC(N2C(=O)N(C3CCCC3)C[C@H]2CC(C)C)CC1, predict the reactants needed to synthesize it. The reactants are: Cc1nc(Oc2ccc(C(=O)OC(C)(C)C)cc2)ccc1CN1CCC(N2C(=O)N(C3CCCC3)C[C@H]2CC(C)C)CC1.